From a dataset of Full USPTO retrosynthesis dataset with 1.9M reactions from patents (1976-2016). Predict the reactants needed to synthesize the given product. (1) Given the product [S:1]1[CH:5]=[CH:4][CH:3]=[C:2]1[C:6]([C:8]1[N:9]=[CH:10][N:11]2[CH:15]=[C:14]([Sn:20]([CH2:21][CH2:22][CH2:23][CH3:24])([CH2:25][CH2:26][CH2:27][CH3:28])[CH2:16][CH2:17][CH2:18][CH3:19])[S:13][C:12]=12)=[O:7], predict the reactants needed to synthesize it. The reactants are: [S:1]1[CH:5]=[CH:4][CH:3]=[C:2]1[C:6]([C:8]1[N:9]=[CH:10][N:11]2[CH:15]=[CH:14][S:13][C:12]=12)=[O:7].[CH2:16]([Sn:20](Cl)([CH2:25][CH2:26][CH2:27][CH3:28])[CH2:21][CH2:22][CH2:23][CH3:24])[CH2:17][CH2:18][CH3:19].C[Si]([N-][Si](C)(C)C)(C)C.[Li+].C1COCC1. (2) Given the product [Cl:1][C:2]1[CH:3]=[C:4]([CH:9]2[CH2:14][CH2:13][NH:12][CH2:11][CH2:10]2)[CH:5]=[CH:6][C:7]=1[Cl:8], predict the reactants needed to synthesize it. The reactants are: [Cl:1][C:2]1[CH:3]=[C:4]([C:9]2[CH2:10][CH2:11][NH:12][CH2:13][CH:14]=2)[CH:5]=[CH:6][C:7]=1[Cl:8].Cl. (3) Given the product [CH3:3][CH:2]([O:4][C:5]1[CH:10]=[CH:9][C:8]([C:11]2[O:15][N:14]=[C:13]([C:16]3[CH:17]=[C:18]4[C:22](=[CH:23][CH:24]=3)[N:21]([CH2:25][CH2:26][C:27]([OH:29])=[O:28])[N:20]=[CH:19]4)[N:12]=2)=[CH:7][C:6]=1[C:32]([F:34])([F:35])[F:33])[CH3:1], predict the reactants needed to synthesize it. The reactants are: [CH3:1][CH:2]([O:4][C:5]1[CH:10]=[CH:9][C:8]([C:11]2[O:15][N:14]=[C:13]([C:16]3[CH:17]=[C:18]4[C:22](=[CH:23][CH:24]=3)[N:21]([CH2:25][CH2:26][C:27]([O:29]CC)=[O:28])[N:20]=[CH:19]4)[N:12]=2)=[CH:7][C:6]=1[C:32]([F:35])([F:34])[F:33])[CH3:3].[OH-].[Na+]. (4) The reactants are: C1(N([C@H]2CC[C@H](CC)CC2)C(=O)NC2SC(SC[C:16](O)=[O:17])=CN=2)CCCC1.[CH:28]1([NH:34][CH:35]2[CH2:40][CH2:39][CH:38]([C:41]3[CH:46]=[CH:45][CH:44]=[CH:43][CH:42]=3)[CH2:37][CH2:36]2)[CH2:33][CH2:32][CH2:31][CH2:30][CH2:29]1.C([O:49][C:50](=[O:61])[C:51]([S:54][C:55]1[S:59][C:58]([NH2:60])=[N:57][CH:56]=1)([CH3:53])[CH3:52])C. Given the product [CH:28]1([N:34]([CH:35]2[CH2:36][CH2:37][CH:38]([C:41]3[CH:42]=[CH:43][CH:44]=[CH:45][CH:46]=3)[CH2:39][CH2:40]2)[C:16](=[O:17])[NH:60][C:58]2[S:59][C:55]([S:54][C:51]([CH3:53])([CH3:52])[C:50]([OH:49])=[O:61])=[CH:56][N:57]=2)[CH2:29][CH2:30][CH2:31][CH2:32][CH2:33]1, predict the reactants needed to synthesize it. (5) Given the product [Cl:32][C:13]1[CH:12]=[CH:11][C:10]2[N:9]=[C:8]([N:4]3[CH2:5][CH2:6][CH2:7][C@H:2]([NH:1][CH2:6][CH2:7][C:2]#[N:1])[CH2:3]3)[CH:17]=[CH:16][C:15]=2[C:14]=1[C:18]([NH:20][CH2:21][C:22]12[CH2:31][CH:26]3[CH2:27][CH:28]([CH2:30][CH:24]([CH2:25]3)[CH2:23]1)[CH2:29]2)=[O:19], predict the reactants needed to synthesize it. The reactants are: [NH2:1][C@H:2]1[CH2:7][CH2:6][CH2:5][N:4]([C:8]2[CH:17]=[CH:16][C:15]3[C:14]([C:18]([NH:20][CH2:21][C:22]45[CH2:31][CH:26]6[CH2:27][CH:28]([CH2:30][CH:24]([CH2:25]6)[CH2:23]4)[CH2:29]5)=[O:19])=[C:13]([Cl:32])[CH:12]=[CH:11][C:10]=3[N:9]=2)[CH2:3]1. (6) Given the product [Cl:11][C:12]1[CH:13]=[CH:14][C:15]([CH2:18][C:19]([C:30]2[CH:29]=[CH:24][C:23]([Cl:22])=[CH:32][C:31]=2[Cl:33])=[O:21])=[CH:16][CH:17]=1, predict the reactants needed to synthesize it. The reactants are: [Na].C[Si](C)(C)N[Si](C)(C)C.[Cl:11][C:12]1[CH:17]=[CH:16][C:15]([CH2:18][C:19]([OH:21])=O)=[CH:14][CH:13]=1.[Cl:22][C:23]1[CH:32]=[C:31]([Cl:33])[CH:30]=[CH:29][C:24]=1C(OC)=O.Cl. (7) Given the product [NH:26]1[C:22]([C:21]2[C:2]([N:39]3[CH2:40][C:35]4([CH2:33][CH2:34]4)[NH:36][CH2:37][CH2:38]3)=[N:3][CH:4]=[C:5]([CH:20]=2)[C:6]([NH:8][C:9]2[CH:14]=[CH:13][C:12]([O:15][C:16]([F:18])([F:19])[F:17])=[CH:11][CH:10]=2)=[O:7])=[CH:23][CH:24]=[N:25]1, predict the reactants needed to synthesize it. The reactants are: Cl[C:2]1[C:21]([C:22]2[N:26](C3CCCCO3)[N:25]=[CH:24][CH:23]=2)=[CH:20][C:5]([C:6]([NH:8][C:9]2[CH:14]=[CH:13][C:12]([O:15][C:16]([F:19])([F:18])[F:17])=[CH:11][CH:10]=2)=[O:7])=[CH:4][N:3]=1.[CH2:33]1[C:35]2([CH2:40][NH:39][CH2:38][CH2:37][N:36]2C(OC(C)(C)C)=O)[CH2:34]1.